Dataset: Full USPTO retrosynthesis dataset with 1.9M reactions from patents (1976-2016). Task: Predict the reactants needed to synthesize the given product. (1) The reactants are: [CH3:1][O:2][C:3](=[O:31])[C:4]1[CH:9]=[CH:8][C:7]([NH:10][C:11]([O:13][C:14]([CH3:17])([CH3:16])[CH3:15])=[O:12])=[C:6]([NH:18][S:19]([C:22]2[CH:27]=[CH:26][CH:25]=[CH:24][C:23]=2[N+:28]([O-:30])=[O:29])(=[O:21])=[O:20])[CH:5]=1.[C:32](=O)([O-])[O-].[K+].[K+].CI.O. Given the product [CH3:1][O:2][C:3](=[O:31])[C:4]1[CH:9]=[CH:8][C:7]([NH:10][C:11]([O:13][C:14]([CH3:17])([CH3:15])[CH3:16])=[O:12])=[C:6]([N:18]([CH3:32])[S:19]([C:22]2[CH:27]=[CH:26][CH:25]=[CH:24][C:23]=2[N+:28]([O-:30])=[O:29])(=[O:21])=[O:20])[CH:5]=1, predict the reactants needed to synthesize it. (2) Given the product [Cl:1][C:2]1[N:9]=[C:8]([N:21]([CH3:20])[C@@H:22]2[CH2:26][CH2:25][N:24]([C:27]([O:29][C:30]([CH3:32])([CH3:31])[CH3:33])=[O:28])[CH2:23]2)[CH:7]=[CH:6][C:3]=1[C:4]#[N:5], predict the reactants needed to synthesize it. The reactants are: [Cl:1][C:2]1[N:9]=[C:8](Cl)[CH:7]=[CH:6][C:3]=1[C:4]#[N:5].CCN(C(C)C)C(C)C.[CH3:20][NH:21][C@@H:22]1[CH2:26][CH2:25][N:24]([C:27]([O:29][C:30]([CH3:33])([CH3:32])[CH3:31])=[O:28])[CH2:23]1. (3) Given the product [CH3:14][C:11]([CH3:12])([CH3:13])[CH2:10][C@H:9]([C:15]([N:28]1[CH2:29][CH2:30][CH2:31][C@H:27]1[C:26]([NH:25][CH2:24][C:23]1[CH:33]=[C:19]([Cl:18])[CH:20]=[CH:21][C:22]=1[N:34]1[CH:38]=[N:37][CH:36]=[N:35]1)=[O:32])=[O:17])[NH2:8], predict the reactants needed to synthesize it. The reactants are: C(OC([NH:8][C@@H:9]([C:15]([OH:17])=O)[CH2:10][C:11]([CH3:14])([CH3:13])[CH3:12])=O)(C)(C)C.[Cl:18][C:19]1[CH:20]=[CH:21][C:22]([N:34]2[CH:38]=[N:37][CH:36]=[N:35]2)=[C:23]([CH:33]=1)[CH2:24][NH:25][C:26](=[O:32])[C@@H:27]1[CH2:31][CH2:30][CH2:29][NH:28]1.C(Cl)CCl.C1C=NC2N(O)N=NC=2C=1. (4) Given the product [C:1]([O:5][C:6](=[O:19])[NH:7][C:8]([CH3:18])([CH3:17])[CH2:9][C:10]1[CH:15]=[CH:14][CH:13]=[C:12]([NH:16][C:33]([NH:32][C:31]2[CH:30]=[CH:29][CH:28]=[CH:27][C:26]=2[C:23]2[CH:24]=[CH:25][CH:20]=[CH:21][CH:22]=2)=[O:34])[CH:11]=1)([CH3:4])([CH3:2])[CH3:3], predict the reactants needed to synthesize it. The reactants are: [C:1]([O:5][C:6](=[O:19])[NH:7][C:8]([CH3:18])([CH3:17])[CH2:9][C:10]1[CH:15]=[CH:14][CH:13]=[C:12]([NH2:16])[CH:11]=1)([CH3:4])([CH3:3])[CH3:2].[CH:20]1[CH:25]=[CH:24][C:23]([C:26]2[C:31]([N:32]=[C:33]=[O:34])=[CH:30][CH:29]=[CH:28][CH:27]=2)=[CH:22][CH:21]=1.C1COCC1. (5) Given the product [C:1]([O:5][C:6]([N:8]1[CH2:19][CH2:18][C:11]2[N:12]=[C:13]([S:31]([CH3:21])(=[O:35])=[O:33])[N:14]=[CH:15][C:10]=2[CH2:9]1)=[O:7])([CH3:3])([CH3:2])[CH3:4], predict the reactants needed to synthesize it. The reactants are: [C:1]([O:5][C:6]([N:8]1[CH2:19][CH2:18][C:11]2[N:12]=[C:13](SC)[N:14]=[CH:15][C:10]=2[CH2:9]1)=[O:7])([CH3:4])([CH3:3])[CH3:2].Cl[C:21]1C=CC=C(C(OO)=O)C=1.[S:31]([O-:35])([O-])(=[O:33])=S.[Na+].[Na+].C(=O)(O)[O-].[Na+]. (6) Given the product [CH3:1][O:2][C:3](=[O:18])[C@H:4]([NH:17][C:22]1[CH:23]=[C:24]([CH3:27])[C:25]([F:26])=[C:20]([CH3:19])[CH:21]=1)[CH2:5][CH2:6][CH2:7][CH2:8][NH:9][C:10]([O:12][C:13]([CH3:14])([CH3:15])[CH3:16])=[O:11], predict the reactants needed to synthesize it. The reactants are: [CH3:1][O:2][C:3](=[O:18])[C@H:4]([NH2:17])[CH2:5][CH2:6][CH2:7][CH2:8][NH:9][C:10]([O:12][C:13]([CH3:16])([CH3:15])[CH3:14])=[O:11].[CH3:19][C:20]1[CH:21]=[C:22](B(O)O)[CH:23]=[C:24]([CH3:27])[C:25]=1[F:26].C(N(CC)CC)C. (7) Given the product [Br:7][C:8]1[C:16]([O:17][C:18]2[CH:23]=[CH:22][C:21]([F:24])=[CH:20][C:19]=2[F:25])=[CH:15][C:11]([C:12]([NH2:36])=[O:13])=[C:10]([NH:26][S:27]([CH2:30][CH3:31])(=[O:29])=[O:28])[CH:9]=1, predict the reactants needed to synthesize it. The reactants are: C(Cl)(=O)C(Cl)=O.[Br:7][C:8]1[C:16]([O:17][C:18]2[CH:23]=[CH:22][C:21]([F:24])=[CH:20][C:19]=2[F:25])=[CH:15][C:11]([C:12](O)=[O:13])=[C:10]([NH:26][S:27]([CH2:30][CH3:31])(=[O:29])=[O:28])[CH:9]=1.ClCCl.[OH-].[NH4+:36]. (8) Given the product [NH2:1][C:2]1[C:3](/[CH:34]=[CH:33]/[C:32]([O:36][CH3:37])=[O:35])=[CH:4][C:5]2[C:6]3[CH:7]=[CH:8][N:9]=[C:10]([CH:30]=3)[C@@H:11]([NH:22][C:23]([O:24][C:25]([CH3:28])([CH3:27])[CH3:26])=[O:29])[CH2:12][CH2:13][CH2:14][C@@H:15]([CH3:21])[C:16](=[O:20])[NH:17][C:18]=2[CH:19]=1, predict the reactants needed to synthesize it. The reactants are: [NH2:1][C:2]1[C:3](I)=[CH:4][C:5]2[C:6]3[CH:7]=[CH:8][N:9]=[C:10]([CH:30]=3)[C@@H:11]([NH:22][C:23](=[O:29])[O:24][C:25]([CH3:28])([CH3:27])[CH3:26])[CH2:12][CH2:13][CH2:14][C@@H:15]([CH3:21])[C:16](=[O:20])[NH:17][C:18]=2[CH:19]=1.[C:32]([O:36][CH3:37])(=[O:35])[CH:33]=[CH2:34].C(N(CCCC)CCCC)CCC. (9) Given the product [Br:28][C:29]1[CH:30]=[CH:31][C:32]([O:52][CH3:53])=[C:33]([S:35]([NH:38][C@@H:39]2[CH2:40][C@H:41]([CH3:51])[N:42]([C:44]#[N:14])[CH2:43]2)(=[O:37])=[O:36])[CH:34]=1, predict the reactants needed to synthesize it. The reactants are: COC1C=CC(OC)=CC=1S([NH:14][C@H]1CN(C(OC(C)(C)C)=O)[C@@H](C)C1)(=O)=O.[Br:28][C:29]1[CH:30]=[CH:31][C:32]([O:52][CH3:53])=[C:33]([S:35]([NH:38][C@H:39]2[CH2:43][N:42]([C:44](OC(C)(C)C)=O)[C@@H:41]([CH3:51])[CH2:40]2)(=[O:37])=[O:36])[CH:34]=1.